From a dataset of Full USPTO retrosynthesis dataset with 1.9M reactions from patents (1976-2016). Predict the reactants needed to synthesize the given product. (1) The reactants are: [CH3:1][C:2]1[CH:7]=[CH:6][CH:5]=[C:4]([CH3:8])[C:3]=1[NH:9][C:10](=[O:14])[CH2:11][CH2:12]Br.[C:15]([N:25]1[CH2:30][CH2:29][NH:28][CH2:27][CH2:26]1)([O:17][CH2:18][C:19]1[CH:24]=[CH:23][CH:22]=[CH:21][CH:20]=1)=[O:16].C(=O)([O-])[O-].[K+].[K+]. Given the product [CH3:1][C:2]1[CH:7]=[CH:6][CH:5]=[C:4]([CH3:8])[C:3]=1[NH:9][C:10](=[O:14])[CH2:11][CH2:12][N:28]1[CH2:27][CH2:26][N:25]([C:15]([O:17][CH2:18][C:19]2[CH:24]=[CH:23][CH:22]=[CH:21][CH:20]=2)=[O:16])[CH2:30][CH2:29]1, predict the reactants needed to synthesize it. (2) Given the product [CH3:1][O:2][C:3](=[O:26])[C:4]([C:9]1[CH:10]=[C:11]([C:32]2[CH:33]=[C:28]([F:27])[CH:29]=[CH:30][C:31]=2[O:37][CH2:38][O:39][CH3:40])[C:12]([O:17][CH2:18][C:19]2[CH:24]=[CH:23][CH:22]=[CH:21][CH:20]=2)=[C:13]([CH:15]=[O:16])[CH:14]=1)([CH2:7][OH:8])[CH2:5][OH:6], predict the reactants needed to synthesize it. The reactants are: [CH3:1][O:2][C:3](=[O:26])[C:4]([C:9]1[CH:14]=[C:13]([CH:15]=[O:16])[C:12]([O:17][CH2:18][C:19]2[CH:24]=[CH:23][CH:22]=[CH:21][CH:20]=2)=[C:11](Br)[CH:10]=1)([CH2:7][OH:8])[CH2:5][OH:6].[F:27][C:28]1[CH:29]=[CH:30][C:31]([O:37][CH2:38][O:39][CH3:40])=[C:32](B(O)O)[CH:33]=1.